This data is from Forward reaction prediction with 1.9M reactions from USPTO patents (1976-2016). The task is: Predict the product of the given reaction. Given the reactants Br[C:2]1[CH:3]=[CH:4][C:5]([N:10]2[CH:14]=[C:13]([CH3:15])[N:12]=[CH:11]2)=[C:6]([CH:9]=1)[C:7]#[N:8].[CH:16]1([CH2:19][N:20]2[CH:24]=[N:23][C:22]([NH2:25])=[N:21]2)[CH2:18][CH2:17]1, predict the reaction product. The product is: [CH:16]1([CH2:19][N:20]2[CH:24]=[N:23][C:22]([NH:25][C:2]3[CH:3]=[CH:4][C:5]([N:10]4[CH:14]=[C:13]([CH3:15])[N:12]=[CH:11]4)=[C:6]([CH:9]=3)[C:7]#[N:8])=[N:21]2)[CH2:18][CH2:17]1.